From a dataset of Catalyst prediction with 721,799 reactions and 888 catalyst types from USPTO. Predict which catalyst facilitates the given reaction. Reactant: Br[C:2]1[N:6]([S:7]([C:10]2[CH:11]=[N:12][CH:13]=[CH:14][CH:15]=2)(=[O:9])=[O:8])[CH:5]=[C:4]([CH2:16][N:17]([CH3:25])[C:18](=[O:24])[O:19][C:20]([CH3:23])([CH3:22])[CH3:21])[CH:3]=1.[F:26][C:27]1[C:32]([O:33][CH3:34])=[CH:31][CH:30]=[CH:29][C:28]=1B(O)O.C(=O)([O-])O.[Na+].COCCOC. Product: [F:26][C:27]1[C:32]([O:33][CH3:34])=[CH:31][CH:30]=[CH:29][C:28]=1[C:2]1[N:6]([S:7]([C:10]2[CH:11]=[N:12][CH:13]=[CH:14][CH:15]=2)(=[O:9])=[O:8])[CH:5]=[C:4]([CH2:16][N:17]([CH3:25])[C:18](=[O:24])[O:19][C:20]([CH3:23])([CH3:22])[CH3:21])[CH:3]=1. The catalyst class is: 103.